Dataset: Catalyst prediction with 721,799 reactions and 888 catalyst types from USPTO. Task: Predict which catalyst facilitates the given reaction. (1) Reactant: [CH3:1][O:2][C:3]1[CH:8]=[C:7]([CH2:9][CH:10]=O)[CH:6]=[CH:5][C:4]=1[C:12]1[CH:17]=[CH:16][C:15]([C:18]([O:20][CH3:21])=[O:19])=[CH:14][CH:13]=1.[N:22]1([C:28]([O:30][C:31]([CH3:34])([CH3:33])[CH3:32])=[O:29])[CH2:27][CH2:26][NH:25][CH2:24][CH2:23]1.C(O[BH-](OC(=O)C)OC(=O)C)(=O)C.[Na+]. Product: [CH3:1][O:2][C:3]1[CH:8]=[C:7]([CH2:9][CH2:10][N:25]2[CH2:26][CH2:27][N:22]([C:28]([O:30][C:31]([CH3:34])([CH3:33])[CH3:32])=[O:29])[CH2:23][CH2:24]2)[CH:6]=[CH:5][C:4]=1[C:12]1[CH:13]=[CH:14][C:15]([C:18]([O:20][CH3:21])=[O:19])=[CH:16][CH:17]=1. The catalyst class is: 26. (2) Reactant: [NH2:1][C:2]1[CH:7]=[CH:6][C:5]([Br:8])=[CH:4][C:3]=1[NH:9][CH:10]1[CH2:13][N:12]([C:14]([O:16][C:17]([CH3:20])([CH3:19])[CH3:18])=[O:15])[CH2:11]1.[CH:21](OC)(OC)OC. Product: [Br:8][C:5]1[CH:6]=[CH:7][C:2]2[N:1]=[CH:21][N:9]([CH:10]3[CH2:13][N:12]([C:14]([O:16][C:17]([CH3:20])([CH3:19])[CH3:18])=[O:15])[CH2:11]3)[C:3]=2[CH:4]=1. The catalyst class is: 517.